This data is from Full USPTO retrosynthesis dataset with 1.9M reactions from patents (1976-2016). The task is: Predict the reactants needed to synthesize the given product. Given the product [OH:14][CH:11]([CH:10]([N:1]1[C:9]2[C:4](=[CH:5][CH:6]=[CH:7][CH:8]=2)[CH:3]=[CH:2]1)[C:15]1[CH:20]=[CH:19][CH:18]=[CH:17][CH:16]=1)[CH2:12][O:13][S:27]([C:24]1[CH:25]=[CH:26][C:21]([CH3:31])=[CH:22][CH:23]=1)(=[O:29])=[O:28], predict the reactants needed to synthesize it. The reactants are: [N:1]1([CH:10]([C:15]2[CH:20]=[CH:19][CH:18]=[CH:17][CH:16]=2)[CH:11]([OH:14])[CH2:12][OH:13])[C:9]2[C:4](=[CH:5][CH:6]=[CH:7][CH:8]=2)[CH:3]=[CH:2]1.[C:21]1([CH3:31])[CH:26]=[CH:25][C:24]([S:27](Cl)(=[O:29])=[O:28])=[CH:23][CH:22]=1.